From a dataset of Full USPTO retrosynthesis dataset with 1.9M reactions from patents (1976-2016). Predict the reactants needed to synthesize the given product. (1) Given the product [CH3:1][C:2]([S:9]([CH3:12])(=[O:11])=[O:10])([CH3:8])[C:3]([OH:5])=[O:4], predict the reactants needed to synthesize it. The reactants are: [CH3:1][C:2]([S:9]([CH3:12])(=[O:11])=[O:10])([CH3:8])[C:3]([O:5]CC)=[O:4].[Li+].[OH-]. (2) Given the product [Cl:21][C:22]1[CH:27]=[CH:26][N:25]=[C:24]([NH:28][C:4]([C:6]2[CH:11]=[C:10]([C:12]3[CH:13]=[C:14]([F:19])[CH:15]=[C:16]([F:18])[CH:17]=3)[CH:9]=[C:8]([CH3:20])[N:7]=2)=[O:5])[N:23]=1, predict the reactants needed to synthesize it. The reactants are: C(O[C:4]([C:6]1[CH:11]=[C:10]([C:12]2[CH:17]=[C:16]([F:18])[CH:15]=[C:14]([F:19])[CH:13]=2)[CH:9]=[C:8]([CH3:20])[N:7]=1)=[O:5])C.[Cl:21][C:22]1[CH:27]=[CH:26][N:25]=[C:24]([NH2:28])[N:23]=1. (3) Given the product [ClH:36].[NH2:8][C@@H:9]([CH2:31][O:32][CH:33]([F:34])[F:35])[C:10]([NH:12][C@@H:13]([CH2:24][C:25]1[CH:26]=[CH:27][CH:28]=[CH:29][CH:30]=1)[C:14]([O:16][CH2:17][C:18]1[CH:23]=[CH:22][CH:21]=[CH:20][CH:19]=1)=[O:15])=[O:11], predict the reactants needed to synthesize it. The reactants are: C(OC([NH:8][C@@H:9]([CH2:31][O:32][CH:33]([F:35])[F:34])[C:10]([NH:12][C@@H:13]([CH2:24][C:25]1[CH:30]=[CH:29][CH:28]=[CH:27][CH:26]=1)[C:14]([O:16][CH2:17][C:18]1[CH:23]=[CH:22][CH:21]=[CH:20][CH:19]=1)=[O:15])=[O:11])=O)(C)(C)C.[ClH:36]. (4) The reactants are: [Cl:1][C:2]1[C:10]([O:11][CH2:12][C:13]([N:15]([CH2:18][CH3:19])[CH2:16][CH3:17])=[O:14])=[C:9]([S:20]([CH2:23][CH3:24])(=[O:22])=[O:21])[CH:8]=[CH:7][C:3]=1[C:4]([OH:6])=[O:5].[C:25]1(=O)[CH2:30][CH2:29][CH2:28][C:27](=[O:31])[CH2:26]1.Cl.CN(C)CCCN=C=NCC. Given the product [Cl:1][C:2]1[C:10]([O:11][CH2:12][C:13]([N:15]([CH2:16][CH3:17])[CH2:18][CH3:19])=[O:14])=[C:9]([S:20]([CH2:23][CH3:24])(=[O:22])=[O:21])[CH:8]=[CH:7][C:3]=1[C:4]([O:6][C:25]1[CH2:30][CH2:29][CH2:28][C:27](=[O:31])[CH:26]=1)=[O:5], predict the reactants needed to synthesize it. (5) Given the product [C:4]([NH2:6])(=[O:5])[C:3]1[CH:11]=[CH:12][CH:13]=[CH:14][CH:2]=1, predict the reactants needed to synthesize it. The reactants are: F[C:2]1[C:14](F)=[CH:13][CH:12]=[CH:11][C:3]=1[C:4]([NH:6]CC(O)=O)=[O:5].CN(C(ON1N=NC2C=CC=CC1=2)=[N+](C)C)C.[B-](F)(F)(F)F.CC(C)C[C@@H](B1O[C@@H]2C[C@@H]3C[C@H]([C@]2(C)O1)C3(C)C)N.FC(F)(F)C([O-])=O.CCN(C(C)C)C(C)C. (6) Given the product [F:25][C:22]1([F:26])[CH2:21][CH2:20][N:19]([C:17]2[CH:16]=[C:15]([CH2:27][S:28][C:29]3[N:33]=[C:32]([CH3:34])[N:31]([CH2:46][F:47])[N:30]=3)[N:14]=[C:13]([NH:7][CH2:8][C:9]([F:11])([F:10])[F:12])[CH:18]=2)[CH2:24][CH2:23]1, predict the reactants needed to synthesize it. The reactants are: C(OC(=O)[N:7]([C:13]1[CH:18]=[C:17]([N:19]2[CH2:24][CH2:23][C:22]([F:26])([F:25])[CH2:21][CH2:20]2)[CH:16]=[C:15]([CH2:27][S:28][C:29]2[N:33]=[C:32]([CH3:34])[NH:31][N:30]=2)[N:14]=1)[CH2:8][C:9]([F:12])([F:11])[F:10])(C)(C)C.C(=O)([O-])[O-].[K+].[K+].O(CF)S([C:46](F)(F)[F:47])(=O)=O.[Cl-].[NH4+]. (7) The reactants are: Cl[C:2]1[CH:11]=[CH:10][C:9]2[C:4](=[CH:5][CH:6]=[CH:7][CH:8]=2)[N:3]=1.[Cl:12][C:13]1[CH:14]=[C:15](B(O)O)[CH:16]=[CH:17][CH:18]=1.COCCOC.C(=O)([O-])[O-].[Na+].[Na+]. Given the product [Cl:12][C:13]1[CH:18]=[C:17]([C:2]2[CH:11]=[CH:10][C:9]3[C:4](=[CH:5][CH:6]=[CH:7][CH:8]=3)[N:3]=2)[CH:16]=[CH:15][CH:14]=1, predict the reactants needed to synthesize it. (8) Given the product [C:14]([O:13][C:12]([NH:11][C:3]1[CH:4]=[CH:5][C:6]([N+:8]([O-:10])=[O:9])=[CH:7][C:2]=1[C:25]#[C:24][C:26]1[CH:27]=[C:28]([NH:32][C:33](=[O:39])[O:34][C:35]([CH3:37])([CH3:36])[CH3:38])[CH:29]=[N:30][CH:31]=1)=[O:18])([CH3:17])([CH3:16])[CH3:15], predict the reactants needed to synthesize it. The reactants are: I[C:2]1[CH:7]=[C:6]([N+:8]([O-:10])=[O:9])[CH:5]=[CH:4][C:3]=1[NH:11][C:12](=[O:18])[O:13][C:14]([CH3:17])([CH3:16])[CH3:15].O1CCCC1.[C:24]([C:26]1[CH:27]=[C:28]([NH:32][C:33](=[O:39])[O:34][C:35]([CH3:38])([CH3:37])[CH3:36])[CH:29]=[N:30][CH:31]=1)#[CH:25]. (9) Given the product [CH2:1]([O:5][CH2:6][CH2:7][O:8][C:9]1[CH:10]=[CH:11][C:12]([C:15]2[CH:16]=[CH:17][C:18]3[N:25]([CH2:26][CH:27]([CH3:28])[CH3:29])[CH2:24][CH2:23][CH2:22][C:21]([C:30]([NH:32][C:33]4[CH:34]=[CH:35][C:36]([S:39]([CH2:40][C:41]5[N:42]([CH2:46][CH2:47][CH2:48][C:49]([O:51][CH2:52][CH3:53])=[O:50])[CH:43]=[CH:44][N:45]=5)=[O:63])=[CH:37][CH:38]=4)=[O:31])=[CH:20][C:19]=3[CH:54]=2)=[CH:13][CH:14]=1)[CH2:2][CH2:3][CH3:4], predict the reactants needed to synthesize it. The reactants are: [CH2:1]([O:5][CH2:6][CH2:7][O:8][C:9]1[CH:14]=[CH:13][C:12]([C:15]2[CH:16]=[CH:17][C:18]3[N:25]([CH2:26][CH:27]([CH3:29])[CH3:28])[CH2:24][CH2:23][CH2:22][C:21]([C:30]([NH:32][C:33]4[CH:38]=[CH:37][C:36]([S:39][CH2:40][C:41]5[N:42]([CH2:46][CH2:47][CH2:48][C:49]([O:51][CH2:52][CH3:53])=[O:50])[CH:43]=[CH:44][N:45]=5)=[CH:35][CH:34]=4)=[O:31])=[CH:20][C:19]=3[CH:54]=2)=[CH:11][CH:10]=1)[CH2:2][CH2:3][CH3:4].ClC1C=CC=C(C(OO)=[O:63])C=1.